Dataset: Full USPTO retrosynthesis dataset with 1.9M reactions from patents (1976-2016). Task: Predict the reactants needed to synthesize the given product. The reactants are: ClC1N=C(C2SC(C(C)C)=NC=2C2C=C(NS(C3C(F)=CC=CC=3F)(=O)=O)C=CC=2)C=CN=1.[NH2:34][C:35]1[C:36]([F:57])=[C:37]([C:41]2[N:42]=[C:43]([C:53]([CH3:56])([CH3:55])[CH3:54])[S:44][C:45]=2[C:46]2[CH:51]=[CH:50][N:49]=[C:48]([NH2:52])[N:47]=2)[CH:38]=[CH:39][CH:40]=1.[CH3:58][C:59]1[CH:64]=[CH:63][C:62]([F:65])=[CH:61][C:60]=1[S:66](Cl)(=[O:68])=[O:67]. Given the product [NH2:52][C:48]1[N:47]=[C:46]([C:45]2[S:44][C:43]([C:53]([CH3:54])([CH3:56])[CH3:55])=[N:42][C:41]=2[C:37]2[C:36]([F:57])=[C:35]([NH:34][S:66]([C:60]3[CH:61]=[C:62]([F:65])[CH:63]=[CH:64][C:59]=3[CH3:58])(=[O:67])=[O:68])[CH:40]=[CH:39][CH:38]=2)[CH:51]=[CH:50][N:49]=1, predict the reactants needed to synthesize it.